Dataset: CYP3A4 inhibition data for predicting drug metabolism from PubChem BioAssay. Task: Regression/Classification. Given a drug SMILES string, predict its absorption, distribution, metabolism, or excretion properties. Task type varies by dataset: regression for continuous measurements (e.g., permeability, clearance, half-life) or binary classification for categorical outcomes (e.g., BBB penetration, CYP inhibition). Dataset: cyp3a4_veith. The result is 1 (inhibitor). The drug is Cc1ccc(C)c(C(=N)c2ccccc2Cc2ccccc2)c1.